This data is from Reaction yield outcomes from USPTO patents with 853,638 reactions. The task is: Predict the reaction yield, written as a fraction of the theoretical maximum amount of product (1.0 means a 100% yield; for example, 0.34 means a 34% yield). (1) The reactants are [I:1][C:2]1[CH:7]=[CH:6][C:5]([CH2:8][C:9]([OH:11])=O)=[CH:4][CH:3]=1.[NH2:12][C:13]1[S:14][CH:15]=[C:16]([CH3:22])[C:17]=1[C:18]([O:20][CH3:21])=[O:19]. No catalyst specified. The product is [I:1][C:2]1[CH:3]=[CH:4][C:5]([CH2:8][C:9]([NH:12][C:13]2[S:14][CH:15]=[C:16]([CH3:22])[C:17]=2[C:18]([O:20][CH3:21])=[O:19])=[O:11])=[CH:6][CH:7]=1. The yield is 0.870. (2) The reactants are [Br:1][C:2]1[CH:3]=[C:4]2[C:9](=[CH:10][CH:11]=1)[NH:8][CH2:7][CH:6]([NH:12][S:13]([C:16]1[CH:21]=[CH:20][CH:19]=[CH:18][CH:17]=1)(=[O:15])=[O:14])[CH2:5]2.[C:22]1([S:28](Cl)(=[O:30])=[O:29])[CH:27]=[CH:26][CH:25]=[CH:24][CH:23]=1. The catalyst is N1C=CC=CC=1. The product is [C:22]1([S:28]([N:8]2[C:9]3[C:4](=[CH:3][C:2]([Br:1])=[CH:11][CH:10]=3)[CH2:5][CH:6]([NH:12][S:13]([C:16]3[CH:17]=[CH:18][CH:19]=[CH:20][CH:21]=3)(=[O:14])=[O:15])[CH2:7]2)(=[O:30])=[O:29])[CH:27]=[CH:26][CH:25]=[CH:24][CH:23]=1. The yield is 0.930. (3) The product is [CH3:20][NH:21][C:22]([C:24]1[C:25]2[CH:34]=[CH:33][C:32]([O:35][C:2]3[CH:7]=[CH:6][N:5]=[C:4]4[CH:8]=[C:9]([C:11]([N:13]5[CH2:17][CH2:16][C@@H:15]([O:18][CH3:19])[CH2:14]5)=[O:12])[S:10][C:3]=34)=[CH:31][C:26]=2[S:27][C:28]=1[CH2:29][CH3:30])=[O:23]. The yield is 0.190. The reactants are Cl[C:2]1[CH:7]=[CH:6][N:5]=[C:4]2[CH:8]=[C:9]([C:11]([N:13]3[CH2:17][CH2:16][C@@H:15]([O:18][CH3:19])[CH2:14]3)=[O:12])[S:10][C:3]=12.[CH3:20][NH:21][C:22]([C:24]1[C:25]2[CH:34]=[CH:33][C:32]([OH:35])=[CH:31][C:26]=2[S:27][C:28]=1[CH2:29][CH3:30])=[O:23].C([O-])([O-])=O.[Cs+].[Cs+]. No catalyst specified. (4) The reactants are [CH3:1][NH:2][CH2:3][C:4]#[CH:5].[CH2:6]([O:13][C:14](ON1C(=O)CCC1=O)=[O:15])[C:7]1[CH:12]=[CH:11][CH:10]=[CH:9][CH:8]=1.CCCCCCC.CCOC(C)=O. The catalyst is C1COCC1.C([O-])(O)=O.[Na+]. The product is [CH3:1][N:2]([CH2:3][C:4]#[CH:5])[C:14](=[O:15])[O:13][CH2:6][C:7]1[CH:12]=[CH:11][CH:10]=[CH:9][CH:8]=1. The yield is 0.680. (5) The reactants are CN(OC)[C:3](=[O:12])[C:4]1[CH:9]=[CH:8][CH:7]=[C:6]([O:10][CH3:11])[CH:5]=1.[CH2:15]([Mg]Br)[CH3:16].Cl. The catalyst is C1COCC1. The product is [CH3:11][O:10][C:6]1[CH:5]=[C:4]([C:3](=[O:12])[CH2:15][CH3:16])[CH:9]=[CH:8][CH:7]=1. The yield is 0.990. (6) The product is [N+:1]([C:4]1[CH:5]=[C:6]([NH:7][CH2:20][C:19]2[CH:22]=[CH:23][CH:24]=[C:17]([O:16][C:12]([F:11])([F:25])[CH:13]([F:14])[F:15])[CH:18]=2)[CH:8]=[CH:9][CH:10]=1)([O-:3])=[O:2]. The yield is 0.700. The catalyst is ClC(Cl)C. The reactants are [N+:1]([C:4]1[CH:5]=[C:6]([CH:8]=[CH:9][CH:10]=1)[NH2:7])([O-:3])=[O:2].[F:11][C:12]([F:25])([O:16][C:17]1[CH:18]=[C:19]([CH:22]=[CH:23][CH:24]=1)[CH:20]=O)[CH:13]([F:15])[F:14].C(O)(=O)C.[BH-](OC(C)=O)(OC(C)=O)OC(C)=O.[Na+]. (7) The reactants are [F:1][C:2]1[CH:3]=[C:4]([CH:32]=[CH:33][CH:34]=1)[CH2:5][O:6][C:7]1[CH:30]=[CH:29][C:10]([NH:11][C:12]2[C:21]3[C:16](=[CH:17][CH:18]=[C:19]([C:22]4[O:26][C:25]([CH:27]=O)=[CH:24][CH:23]=4)[CH:20]=3)[N:15]=[CH:14][N:13]=2)=[CH:9][C:8]=1[Cl:31].Cl.[NH2:36][CH2:37][CH2:38][NH:39][S:40]([CH3:43])(=[O:42])=[O:41].[BH4-].[Na+].C(=O)(O)[O-].[Na+]. The catalyst is ClCCl.CO.C(N(CC)CC)C. The product is [F:1][C:2]1[CH:3]=[C:4]([CH:32]=[CH:33][CH:34]=1)[CH2:5][O:6][C:7]1[CH:30]=[CH:29][C:10]([NH:11][C:12]2[C:21]3[C:16](=[CH:17][CH:18]=[C:19]([C:22]4[O:26][C:25]([CH2:27][NH:36][CH2:37][CH2:38][NH:39][S:40]([CH3:43])(=[O:42])=[O:41])=[CH:24][CH:23]=4)[CH:20]=3)[N:15]=[CH:14][N:13]=2)=[CH:9][C:8]=1[Cl:31]. The yield is 0.450. (8) The reactants are Br[C:2]1[CH:7]=[CH:6][C:5]([C:8]2[C:16]3[C:15]([NH2:17])=[N:14][CH:13]=[N:12][C:11]=3[S:10][C:9]=2[CH3:18])=[CH:4][CH:3]=1.C([Li])CCC.[C:24](=[O:26])=[O:25].Cl. The catalyst is C1COCC1.O. The product is [NH2:17][C:15]1[C:16]2[C:8]([C:5]3[CH:6]=[CH:7][C:2]([C:24]([OH:26])=[O:25])=[CH:3][CH:4]=3)=[C:9]([CH3:18])[S:10][C:11]=2[N:12]=[CH:13][N:14]=1. The yield is 0.510. (9) The reactants are [Cl:1][C:2]1[CH:22]=[CH:21][C:5]2[N:6]([CH3:20])[C:7]3[CH:19]=[CH:18][CH:17]=[CH:16][C:8]=3[C@@H:9]3[C@H:14]([NH2:15])[CH2:13][CH2:12][CH2:11][N:10]3[C:4]=2[CH:3]=1.Br[CH2:24][C:25]([O:27][CH2:28][CH3:29])=[O:26].C(N(CC)CC)C.O. The catalyst is CN(C=O)C. The product is [Cl:1][C:2]1[CH:22]=[CH:21][C:5]2[N:6]([CH3:20])[C:7]3[CH:19]=[CH:18][CH:17]=[CH:16][C:8]=3[C@@H:9]3[C@H:14]([NH:15][CH2:24][C:25]([O:27][CH2:28][CH3:29])=[O:26])[CH2:13][CH2:12][CH2:11][N:10]3[C:4]=2[CH:3]=1. The yield is 0.800. (10) The reactants are Br[C:2]1[N:6]([S:7]([C:10]2[CH:15]=[CH:14][CH:13]=[CH:12][CH:11]=2)(=[O:9])=[O:8])[CH:5]=[C:4]([CH2:16][N:17]([CH3:25])[C:18](=[O:24])[O:19][C:20]([CH3:23])([CH3:22])[CH3:21])[CH:3]=1.[S:26]1[CH:30]=[CH:29][C:28](B(O)O)=[CH:27]1.C(=O)([O-])[O-].[Na+].[Na+].C(=O)([O-])O.[Na+]. The catalyst is COCCOC.C1C=CC([P]([Pd]([P](C2C=CC=CC=2)(C2C=CC=CC=2)C2C=CC=CC=2)([P](C2C=CC=CC=2)(C2C=CC=CC=2)C2C=CC=CC=2)[P](C2C=CC=CC=2)(C2C=CC=CC=2)C2C=CC=CC=2)(C2C=CC=CC=2)C2C=CC=CC=2)=CC=1.O. The product is [CH3:25][N:17]([CH2:16][C:4]1[CH:3]=[C:2]([C:28]2[CH:29]=[CH:30][S:26][CH:27]=2)[N:6]([S:7]([C:10]2[CH:15]=[CH:14][CH:13]=[CH:12][CH:11]=2)(=[O:9])=[O:8])[CH:5]=1)[C:18](=[O:24])[O:19][C:20]([CH3:23])([CH3:22])[CH3:21]. The yield is 0.880.